From a dataset of Catalyst prediction with 721,799 reactions and 888 catalyst types from USPTO. Predict which catalyst facilitates the given reaction. Reactant: [I:1][C:2]1[CH:3]=[C:4]([CH2:12][OH:13])[CH:5]=[CH:6][C:7]=1[C:8]([F:11])([F:10])[F:9]. Product: [I:1][C:2]1[CH:3]=[C:4]([CH:5]=[CH:6][C:7]=1[C:8]([F:9])([F:10])[F:11])[CH:12]=[O:13]. The catalyst class is: 428.